Dataset: Full USPTO retrosynthesis dataset with 1.9M reactions from patents (1976-2016). Task: Predict the reactants needed to synthesize the given product. (1) Given the product [C:18]([C:22]1[CH:27]=[CH:26][C:25]([S:28]([NH:1][C:2]2[CH:7]=[CH:6][C:5]([Cl:8])=[CH:4][C:3]=2[C:9]([C:11]2[CH:16]=[CH:15][N:14]=[CH:13][C:12]=2[CH3:17])=[O:10])(=[O:30])=[O:29])=[CH:24][CH:23]=1)([CH3:21])([CH3:19])[CH3:20], predict the reactants needed to synthesize it. The reactants are: [NH2:1][C:2]1[CH:7]=[CH:6][C:5]([Cl:8])=[CH:4][C:3]=1[C:9]([C:11]1[CH:16]=[CH:15][N:14]=[CH:13][C:12]=1[CH3:17])=[O:10].[C:18]([C:22]1[CH:27]=[CH:26][C:25]([S:28](Cl)(=[O:30])=[O:29])=[CH:24][CH:23]=1)([CH3:21])([CH3:20])[CH3:19]. (2) Given the product [CH3:7][C:8]1[CH:13]=[CH:12][C:11]([S:14]([O:6][CH:3]2[CH2:4][CH2:5][O:1][CH2:2]2)(=[O:16])=[O:15])=[CH:10][CH:9]=1, predict the reactants needed to synthesize it. The reactants are: [O:1]1[CH2:5][CH2:4][CH:3]([OH:6])[CH2:2]1.[CH3:7][C:8]1[CH:13]=[CH:12][C:11]([S:14](Cl)(=[O:16])=[O:15])=[CH:10][CH:9]=1.